Dataset: Forward reaction prediction with 1.9M reactions from USPTO patents (1976-2016). Task: Predict the product of the given reaction. (1) Given the reactants [CH3:1][NH2:2].C([NH:6][C:7]1[S:8][C:9]([S:12](Cl)(=[O:14])=[O:13])=[CH:10][N:11]=1)(=O)C, predict the reaction product. The product is: [CH3:1][NH:2][S:12]([C:9]1[S:8][C:7]([NH2:6])=[N:11][CH:10]=1)(=[O:14])=[O:13]. (2) Given the reactants [CH2:1]([N:5]([CH2:15][CH2:16][CH2:17][CH3:18])[C:6]1[CH:13]=[CH:12][C:9](C=O)=[C:8](O)[CH:7]=1)[CH2:2][CH2:3][CH3:4].C(N(CCCC)C1C=[C:26]([OH:30])C=CC=1)CCC.P(Cl)(Cl)(Cl)=[O:36].NC1C=C(O)C=CC=1, predict the reaction product. The product is: [CH2:15]([N:5]([C:6]1[C:7]([OH:36])=[C:8]([CH:9]=[CH:12][CH:13]=1)[CH:26]=[O:30])[CH2:1][CH2:2][CH2:3][CH3:4])[CH2:16][CH2:17][CH3:18].